This data is from Full USPTO retrosynthesis dataset with 1.9M reactions from patents (1976-2016). The task is: Predict the reactants needed to synthesize the given product. (1) Given the product [Cl:24][C:25]1[CH:31]=[CH:30][C:28]([N:29]2[C:7]([CH2:8][C@@H:9]([O:11][CH2:12][C:13]3[CH:14]=[CH:15][CH:16]=[CH:17][CH:18]=3)[CH3:10])=[CH:6][C:5]([C:4]([OH:3])=[O:23])=[C:20]2[CH3:21])=[C:27]([CH3:32])[CH:26]=1, predict the reactants needed to synthesize it. The reactants are: C([O:3][C:4](=[O:23])[CH:5]([C:20](=O)[CH3:21])[CH2:6][C:7](=O)[CH2:8][C@@H:9]([O:11][CH2:12][C:13]1[CH:18]=[CH:17][CH:16]=[CH:15][CH:14]=1)[CH3:10])C.[Cl:24][C:25]1[CH:31]=[CH:30][C:28]([NH2:29])=[C:27]([CH3:32])[CH:26]=1.O. (2) Given the product [CH:1]1([C:4]2[CH:9]=[N:8][C:7]([NH:10][C:11]3[CH:12]=[C:13]4[C:17](=[C:18]([C:20]5[CH:25]=[CH:24][CH:23]=[CH:22][CH:21]=5)[CH:19]=3)[NH:16][CH:15]=[CH:14]4)=[C:6]([CH:5]=2)[C:33]([O:35][CH3:36])=[O:34])[CH2:3][CH2:2]1, predict the reactants needed to synthesize it. The reactants are: [CH:1]1([C:4]2[CH:5]=[C:6]([C:33]([O:35][CH3:36])=[O:34])[C:7]([NH:10][C:11]3[CH:12]=[C:13]4[C:17](=[C:18]([C:20]5[CH:25]=[CH:24][CH:23]=[CH:22][CH:21]=5)[CH:19]=3)[N:16](C(OC(C)(C)C)=O)[CH:15]=[CH:14]4)=[N:8][CH:9]=2)[CH2:3][CH2:2]1.